From a dataset of hERG potassium channel inhibition data for cardiac toxicity prediction from Karim et al.. Regression/Classification. Given a drug SMILES string, predict its toxicity properties. Task type varies by dataset: regression for continuous values (e.g., LD50, hERG inhibition percentage) or binary classification for toxic/non-toxic outcomes (e.g., AMES mutagenicity, cardiotoxicity, hepatotoxicity). Dataset: herg_karim. (1) The drug is COCC(F)(F)COCc1ccc([C@@]2(O)CCNC[C@@H]2c2ccc(-c3ccccc3CCNC(C)=O)cc2C)cc1. The result is 1 (blocker). (2) The drug is Cc1cc(SCCN2CCOCC2)nn1-c1ccc(Cl)c(Cl)c1. The result is 0 (non-blocker). (3) The result is 0 (non-blocker). The compound is Cc1cccnc1CN1CCC2(CC1)C(=O)N(c1ccc(N3CCC3=O)cc1)C(=O)N2c1cc(O)ncn1. (4) The drug is CC(C)N(C(=O)c1ccccc1C(F)(F)F)C1CCNC1. The result is 0 (non-blocker). (5) The drug is Cc1nc2n(c(=O)c1CCN1CCN(c3cccc4sccc34)CC1)CCCC2F. The result is 1 (blocker). (6) The drug is CC(C)n1ccc(NC(=O)c2cc(Oc3ccc(C(=O)N4CCC4)cc3)cc(O[C@@H](C)CO)c2)n1. The result is 0 (non-blocker). (7) The result is 0 (non-blocker). The compound is CCOC[C@@H](CC(C)C)NC(=O)[C@@H]1CNC[C@H](C(=O)N(c2cc3c(cc2F)OC(C)(C)C(=O)N3CCCOC)C2CC2)C1.